From a dataset of Forward reaction prediction with 1.9M reactions from USPTO patents (1976-2016). Predict the product of the given reaction. (1) Given the reactants [Cl-].[Al+3].[Cl-].[Cl-].C[O:6][C:7]1[CH:12]=[CH:11][C:10]([N:13]2[C:21](=[O:22])[C:20]3[C@@H:19]4[C:23]([CH3:25])([CH3:24])[C@@:16]([CH3:26])([CH2:17][CH2:18]4)[C:15]=3[NH:14]2)=[CH:9][CH:8]=1.O.Cl, predict the reaction product. The product is: [OH:6][C:7]1[CH:12]=[CH:11][C:10]([N:13]2[C:21](=[O:22])[C:20]3[C@@H:19]4[C:23]([CH3:25])([CH3:24])[C@@:16]([CH3:26])([CH2:17][CH2:18]4)[C:15]=3[NH:14]2)=[CH:9][CH:8]=1. (2) Given the reactants Cl.[NH2:2][CH2:3][C:4]([NH:6][CH:7]([C:14]1[CH:19]=[CH:18][C:17]([Cl:20])=[CH:16][CH:15]=1)[C:8]1[CH:13]=[CH:12][CH:11]=[CH:10][CH:9]=1)=[O:5].[Cl:21][C:22]1[CH:30]=[CH:29][C:25]([C:26](Cl)=[O:27])=[CH:24][CH:23]=1, predict the reaction product. The product is: [Cl:21][C:22]1[CH:30]=[CH:29][C:25]([C:26]([NH:2][CH2:3][C:4](=[O:5])[NH:6][CH:7]([C:14]2[CH:19]=[CH:18][C:17]([Cl:20])=[CH:16][CH:15]=2)[C:8]2[CH:13]=[CH:12][CH:11]=[CH:10][CH:9]=2)=[O:27])=[CH:24][CH:23]=1. (3) Given the reactants C([O:3][C:4]([C:6]1[NH:7][C:8]2[C:13]([CH:14]=1)=[CH:12][C:11]([CH:15]([N:17]1[CH2:22][CH2:21][CH2:20][CH2:19][C:18]1=[O:23])[CH3:16])=[CH:10][CH:9]=2)=O)C.[F:24][C:25]1[CH:26]=[C:27]([CH:29]=[C:30]([F:32])[CH:31]=1)[NH2:28], predict the reaction product. The product is: [F:24][C:25]1[CH:26]=[C:27]([NH:28][C:4]([C:6]2[NH:7][C:8]3[C:13]([CH:14]=2)=[CH:12][C:11]([CH:15]([N:17]2[CH2:22][CH2:21][CH2:20][CH2:19][C:18]2=[O:23])[CH3:16])=[CH:10][CH:9]=3)=[O:3])[CH:29]=[C:30]([F:32])[CH:31]=1. (4) Given the reactants [Cl:1][C:2]1[CH:3]=[C:4]([CH:8]=[C:9]([Cl:15])[C:10]=1[C:11]([O:13][CH3:14])=[O:12])[C:5](O)=[O:6].C(Cl)(=O)C(Cl)=O.Cl.CN.[CH2:25]([N:27](CC)CC)C, predict the reaction product. The product is: [Cl:1][C:2]1[CH:3]=[C:4]([C:5](=[O:6])[NH:27][CH3:25])[CH:8]=[C:9]([Cl:15])[C:10]=1[C:11]([O:13][CH3:14])=[O:12]. (5) Given the reactants [CH3:1][NH:2][C:3]1[C:8]([NH2:9])=[CH:7][C:6]([C:10]([F:13])([F:12])[F:11])=[CH:5][N:4]=1.C1COCC1.[CH2:19]([S:21][C:22]1[CH:30]=[CH:29][CH:28]=[CH:27][C:23]=1[C:24](Cl)=[O:25])[CH3:20].C(=O)([O-])O.[Na+], predict the reaction product. The product is: [CH3:1][NH:2][C:3]1[C:8]([NH:9][C:24](=[O:25])[C:23]2[CH:27]=[CH:28][CH:29]=[CH:30][C:22]=2[S:21][CH2:19][CH3:20])=[CH:7][C:6]([C:10]([F:13])([F:11])[F:12])=[CH:5][N:4]=1. (6) Given the reactants Cl[C:2]1[CH:3]=[CH:4][CH:5]=[C:6]2[C:10]=1[NH:9][C:8]([B:11]1[O:15][C:14]([CH3:17])([CH3:16])[C:13]([CH3:19])([CH3:18])[O:12]1)=[CH:7]2.[CH2:20]([O:22]C1C=CC=C2C=1NC=C2)[CH3:21], predict the reaction product. The product is: [CH2:20]([O:22][C:2]1[CH:3]=[CH:4][CH:5]=[C:6]2[C:10]=1[NH:9][C:8]([B:11]1[O:15][C:14]([CH3:17])([CH3:16])[C:13]([CH3:19])([CH3:18])[O:12]1)=[CH:7]2)[CH3:21]. (7) Given the reactants [OH:1][CH2:2][C:3]1[CH:11]=[CH:10][C:6]([C:7](O)=[O:8])=[CH:5][CH:4]=1.[H-].[Na+].I[CH3:15].CN([CH:19]=[O:20])C, predict the reaction product. The product is: [CH3:15][O:1][CH2:2][C:3]1[CH:11]=[CH:10][C:6]([C:7]([O:20][CH3:19])=[O:8])=[CH:5][CH:4]=1. (8) Given the reactants [S:1]([O-:6])(O[O-])(=O)=[O:2].[K+].[K+].[Cl:9][C:10]1[CH:15]=[CH:14][C:13]([CH2:16][C:17]([NH:19][C:20]2[CH:21]=[N:22][CH:23]=[C:24]([C:26]([C:28]3[C:36]4[CH:35]=[N:34][CH:33]=[N:32][C:31]=4[N:30]([CH2:37]SC)[CH:29]=3)=[O:27])[CH:25]=2)=[O:18])=[CH:12][CH:11]=1.S(S([O-])=O)([O-])(=O)=O.[Na+].[Na+].[CH3:49]O, predict the reaction product. The product is: [Cl:9][C:10]1[CH:15]=[CH:14][C:13]([CH2:16][C:17]([NH:19][C:20]2[CH:21]=[N:22][CH:23]=[C:24]([C:26]([C:28]3[C:36]4[CH:35]=[N:34][CH:33]=[N:32][C:31]=4[N:30]([CH2:37][S:1]([CH3:49])(=[O:6])=[O:2])[CH:29]=3)=[O:27])[CH:25]=2)=[O:18])=[CH:12][CH:11]=1. (9) Given the reactants [Cl:1]C(OC(Cl)C)=O.C([N:21]1[CH2:24][CH:23]([O:25][C:26]2[CH:31]=[CH:30][C:29]([I:32])=[CH:28][N:27]=2)[CH2:22]1)(C1C=CC=CC=1)C1C=CC=CC=1.CO, predict the reaction product. The product is: [ClH:1].[NH:21]1[CH2:22][CH:23]([O:25][C:26]2[CH:31]=[CH:30][C:29]([I:32])=[CH:28][N:27]=2)[CH2:24]1.